Dataset: Catalyst prediction with 721,799 reactions and 888 catalyst types from USPTO. Task: Predict which catalyst facilitates the given reaction. Reactant: [NH2:1][C:2]1[N:10]=[C:9]([F:11])[CH:8]=[CH:7][C:3]=1[C:4]([OH:6])=O.[F:12][C:13]([F:31])([F:30])[O:14][C:15]1[CH:16]=[C:17]([O:21][C:22]2[CH:23]=[C:24]([CH:27]=[CH:28][CH:29]=2)[CH2:25][NH2:26])[CH:18]=[CH:19][CH:20]=1.CN([P+](ON1N=NC2C=CC=CC1=2)(N(C)C)N(C)C)C.F[P-](F)(F)(F)(F)F.C(=O)(O)[O-].[Na+]. Product: [F:12][C:13]([F:30])([F:31])[O:14][C:15]1[CH:16]=[C:17]([O:21][C:22]2[CH:23]=[C:24]([CH2:25][NH:26][C:4](=[O:6])[C:3]3[CH:7]=[CH:8][C:9]([F:11])=[N:10][C:2]=3[NH2:1])[CH:27]=[CH:28][CH:29]=2)[CH:18]=[CH:19][CH:20]=1. The catalyst class is: 338.